This data is from Forward reaction prediction with 1.9M reactions from USPTO patents (1976-2016). The task is: Predict the product of the given reaction. (1) Given the reactants [N+:1]([CH:4]([C:11]([CH:72]([N+:79]([O-])=O)[C:73]1[CH:78]=[CH:77][CH:76]=[CH:75][CH:74]=1)([C:42]([O:44][CH2:45][CH2:46][CH2:47][CH2:48][CH2:49][CH2:50][CH2:51][CH2:52][O:53][C:54](=[O:71])/[CH:55]=[CH:56]/[C:57]1[CH:62]=[CH:61][C:60]([O:63][CH2:64][CH2:65][CH2:66][CH2:67][CH3:68])=[C:59]([O:69][CH3:70])[CH:58]=1)=[O:43])[C:12]([O:14][CH2:15][CH2:16][CH2:17][CH2:18][CH2:19][CH2:20][CH2:21][CH2:22][O:23][C:24](=[O:41])/[CH:25]=[CH:26]/[C:27]1[CH:32]=[CH:31][C:30]([O:33][CH2:34][CH2:35][CH2:36][CH2:37][CH3:38])=[C:29]([O:39][CH3:40])[CH:28]=1)=[O:13])[C:5]1[CH:10]=[CH:9][CH:8]=[CH:7][CH:6]=1)([O-])=O, predict the reaction product. The product is: [NH2:79][CH:72]([C:11]([CH:4]([NH2:1])[C:5]1[CH:6]=[CH:7][CH:8]=[CH:9][CH:10]=1)([C:42]([O:44][CH2:45][CH2:46][CH2:47][CH2:48][CH2:49][CH2:50][CH2:51][CH2:52][O:53][C:54](=[O:71])/[CH:55]=[CH:56]/[C:57]1[CH:62]=[CH:61][C:60]([O:63][CH2:64][CH2:65][CH2:66][CH2:67][CH3:68])=[C:59]([O:69][CH3:70])[CH:58]=1)=[O:43])[C:12]([O:14][CH2:15][CH2:16][CH2:17][CH2:18][CH2:19][CH2:20][CH2:21][CH2:22][O:23][C:24](=[O:41])/[CH:25]=[CH:26]/[C:27]1[CH:32]=[CH:31][C:30]([O:33][CH2:34][CH2:35][CH2:36][CH2:37][CH3:38])=[C:29]([O:39][CH3:40])[CH:28]=1)=[O:13])[C:73]1[CH:78]=[CH:77][CH:76]=[CH:75][CH:74]=1. (2) Given the reactants [CH2:1]([OH:13])[CH2:2][O:3][CH2:4][CH2:5][O:6][CH2:7][CH2:8][O:9][CH2:10][CH2:11][OH:12].CCN(C(C)C)C(C)C.[C:23]1([C:29](C2C=CC=CC=2)(C2C=CC=CC=2)Cl)[CH:28]=CC=C[CH:24]=1, predict the reaction product. The product is: [C:23]([O:12][CH2:11][CH2:10][O:9][CH2:8][CH2:7][O:6][CH2:5][CH2:4][O:3][CH2:2][CH2:1][OH:13])([CH3:29])([CH3:28])[CH3:24]. (3) Given the reactants [H-].[Na+].[Cl:3][C:4]1[CH:9]=[CH:8][C:7]([C:10]2[C:19]3[C:14](=[CH:15][CH:16]=[CH:17][CH:18]=3)[C:13](=[O:20])[NH:12][N:11]=2)=[CH:6][CH:5]=1.[C:21]([O:25][C:26](=[O:41])[CH:27]([C:33]1[CH:38]=[CH:37][C:36]([CH2:39]Br)=[CH:35][CH:34]=1)[CH:28]1[CH2:32][CH2:31][CH2:30][CH2:29]1)([CH3:24])([CH3:23])[CH3:22].O, predict the reaction product. The product is: [C:21]([O:25][C:26](=[O:41])[CH:27]([C:33]1[CH:38]=[CH:37][C:36]([CH2:39][N:12]2[N:11]=[C:10]([C:7]3[CH:6]=[CH:5][C:4]([Cl:3])=[CH:9][CH:8]=3)[C:19]3[C:14](=[CH:15][CH:16]=[CH:17][CH:18]=3)[C:13]2=[O:20])=[CH:35][CH:34]=1)[CH:28]1[CH2:32][CH2:31][CH2:30][CH2:29]1)([CH3:24])([CH3:23])[CH3:22]. (4) The product is: [Cl:1][C:2]1[CH:3]=[C:4]2[C:8](=[CH:9][CH:10]=1)[CH:7]([CH2:11][NH:12][C:17]1[C:18]3[C:25]([CH3:26])=[CH:24][S:23][C:19]=3[N:20]=[CH:21][N:22]=1)[CH2:6][CH2:5]2. Given the reactants [Cl:1][C:2]1[CH:3]=[C:4]2[C:8](=[CH:9][CH:10]=1)[CH:7]([CH2:11][NH2:12])[CH2:6][CH2:5]2.CCO.Br[C:17]1[C:18]2[C:25]([CH3:26])=[CH:24][S:23][C:19]=2[N:20]=[CH:21][N:22]=1, predict the reaction product. (5) Given the reactants [CH2:1]([N:5]([C:18](=[O:26])[C:19]1[CH:24]=[CH:23][CH:22]=[C:21]([Cl:25])[CH:20]=1)[C:6]1[N:7]=[C:8]2[CH2:13][CH2:12][CH2:11][CH2:10][N:9]2[C:14]=1[C:15](O)=[O:16])[CH2:2][CH2:3][CH3:4].CCN=C=N[CH2:32][CH2:33][CH2:34][N:35](C)C.C1C=NC2N(O)N=NC=2C=1.[CH3:48][CH2:49][O:50][C:51]1C(N)=C[CH:54]=[CH:55][CH:56]=1, predict the reaction product. The product is: [CH2:49]([O:50][C:51]1[CH:56]=[CH:55][CH:54]=[CH:32][C:33]=1[CH2:34][NH:35][C:15]([C:14]1[N:9]2[CH2:10][CH2:11][CH2:12][CH2:13][C:8]2=[N:7][C:6]=1[N:5]([CH2:1][CH2:2][CH2:3][CH3:4])[C:18](=[O:26])[C:19]1[CH:24]=[CH:23][CH:22]=[C:21]([Cl:25])[CH:20]=1)=[O:16])[CH3:48]. (6) Given the reactants Cl[C:2]1[C:6]2[CH:7]=[CH:8][C:9]([O:11][CH2:12][C:13]3[CH:18]=[CH:17][C:16]([Cl:19])=[CH:15][C:14]=3[Cl:20])=[CH:10][C:5]=2[S:4][C:3]=1[C:21]([NH2:23])=[O:22].C1CCN2C(=NCCC2)CC1.C(N)(=[S:37])C, predict the reaction product. The product is: [Cl:20][C:14]1[CH:15]=[C:16]([Cl:19])[CH:17]=[CH:18][C:13]=1[CH2:12][O:11][C:9]1[CH:8]=[CH:7][C:6]2[C:2]([SH:37])=[C:3]([C:21]([NH2:23])=[O:22])[S:4][C:5]=2[CH:10]=1. (7) Given the reactants Cl[C:2]1[C:3](=[O:15])[N:4](C2CCCCO2)[N:5]=[CH:6][C:7]=1Cl.[OH:16][C:17]1[C:22](=[O:23])[CH:21]=[CH:20][O:19][C:18]=1[CH3:24].C[O:26][C:27](=[O:36])[CH:28](Br)[CH2:29][CH:30]1[CH2:34][CH2:33][CH2:32][CH2:31]1, predict the reaction product. The product is: [CH:30]1([CH2:29][CH:28]([N:4]2[C:3](=[O:15])[CH:2]=[C:7]([O:16][C:17]3[C:22](=[O:23])[CH:21]=[CH:20][O:19][C:18]=3[CH3:24])[CH:6]=[N:5]2)[C:27]([OH:26])=[O:36])[CH2:34][CH2:33][CH2:32][CH2:31]1. (8) Given the reactants [CH3:1][C:2]1[CH:7]=[CH:6][C:5]([S:8]([O:11][C:12]2[CH:17]=[CH:16][C:15]([Br:18])=[C:14]([OH:19])[CH:13]=2)(=[O:10])=[O:9])=[CH:4][CH:3]=1.[H-].[Na+].[CH3:22][O:23][CH2:24]Cl, predict the reaction product. The product is: [CH3:1][C:2]1[CH:7]=[CH:6][C:5]([S:8]([O:11][C:12]2[CH:17]=[CH:16][C:15]([Br:18])=[C:14]([O:19][CH2:22][O:23][CH3:24])[CH:13]=2)(=[O:10])=[O:9])=[CH:4][CH:3]=1. (9) Given the reactants [Cl:1][C:2]1[CH:7]=[CH:6][CH:5]=[C:4]([Cl:8])[C:3]=1[C:9]1[C:13]([CH2:14][O:15][C:16]2[CH:17]=[C:18]3[C:23](=[CH:24][CH:25]=2)[CH:22]=[C:21]([C:26]2[CH:27]=[C:28]([CH:30]=[CH:31][CH:32]=2)[NH2:29])[CH:20]=[CH:19]3)=[C:12]([CH:33]([CH3:35])[CH3:34])[O:11][N:10]=1.CN1[CH2:42][CH2:41][O:40]CC1.[C:43](Cl)(=[O:45])[CH3:44].O, predict the reaction product. The product is: [C:43]([N:29]([C:28]1[CH:30]=[CH:31][CH:32]=[C:26]([C:21]2[CH:20]=[CH:19][C:18]3[C:23](=[CH:24][CH:25]=[C:16]([O:15][CH2:14][C:13]4[C:9]([C:3]5[C:2]([Cl:1])=[CH:7][CH:6]=[CH:5][C:4]=5[Cl:8])=[N:10][O:11][C:12]=4[CH:33]([CH3:35])[CH3:34])[CH:17]=3)[CH:22]=2)[CH:27]=1)[C:41](=[O:40])[CH3:42])(=[O:45])[CH3:44]. (10) Given the reactants N#N.[CH3:3][O:4][CH2:5][C:6]1[O:7][CH:8]=[C:9]([CH2:11][OH:12])[N:10]=1.CCN(CC)CC.[S:20](Cl)([CH3:23])(=[O:22])=[O:21], predict the reaction product. The product is: [CH3:23][S:20]([O:12][CH2:11][C:9]1[N:10]=[C:6]([CH2:5][O:4][CH3:3])[O:7][CH:8]=1)(=[O:22])=[O:21].